This data is from Reaction yield outcomes from USPTO patents with 853,638 reactions. The task is: Predict the reaction yield, written as a fraction of the theoretical maximum amount of product (1.0 means a 100% yield; for example, 0.34 means a 34% yield). (1) The reactants are [C:1]1([C:7]([C:15]2[CH:20]=[CH:19][CH:18]=[CH:17][CH:16]=2)([CH:9]2[CH2:14][CH2:13][NH:12][CH2:11][CH2:10]2)[OH:8])[CH:6]=[CH:5][CH:4]=[CH:3][CH:2]=1.[C:21]([O:24][C@@H:25]([C:30]1[CH:35]=[CH:34][C:33]([C:36]([CH3:39])([CH3:38])[CH3:37])=[CH:32][CH:31]=1)[CH2:26][CH2:27][CH2:28]Cl)(=[O:23])[CH3:22].C(=O)([O-])[O-].[K+].[K+]. The catalyst is C(#N)C. The product is [C:21]([O:24][C@@H:25]([C:30]1[CH:35]=[CH:34][C:33]([C:36]([CH3:37])([CH3:39])[CH3:38])=[CH:32][CH:31]=1)[CH2:26][CH2:27][CH2:28][N:12]1[CH2:13][CH2:14][CH:9]([C:7]([OH:8])([C:15]2[CH:20]=[CH:19][CH:18]=[CH:17][CH:16]=2)[C:1]2[CH:2]=[CH:3][CH:4]=[CH:5][CH:6]=2)[CH2:10][CH2:11]1)(=[O:23])[CH3:22]. The yield is 0.630. (2) The reactants are [C:1]([C:3]1[CH:4]=[C:5]([NH:9][C:10](=[O:33])[NH:11][C:12]2[CH:17]=[CH:16][C:15]([S:18]([NH:21][CH2:22][C:23]3[CH:28]=[CH:27][C:26]([S:29](=[O:32])(=[O:31])[NH2:30])=[CH:25][CH:24]=3)(=[O:20])=[O:19])=[CH:14][CH:13]=2)[CH:6]=[CH:7][CH:8]=1)#[N:2].[N:34]1[CH:39]=[CH:38][C:37]([CH2:40][N:41]2[CH2:46][CH2:45][NH:44][CH2:43][CH2:42]2)=[CH:36][CH:35]=1. No catalyst specified. The product is [NH:2]=[C:1]([N:44]1[CH2:45][CH2:46][N:41]([CH2:40][C:37]2[CH:36]=[CH:35][N:34]=[CH:39][CH:38]=2)[CH2:42][CH2:43]1)[C:3]1[CH:4]=[C:5]([NH:9][C:10](=[O:33])[NH:11][C:12]2[CH:17]=[CH:16][C:15]([S:18]([NH:21][CH2:22][C:23]3[CH:28]=[CH:27][C:26]([S:29](=[O:32])(=[O:31])[NH2:30])=[CH:25][CH:24]=3)(=[O:20])=[O:19])=[CH:14][CH:13]=2)[CH:6]=[CH:7][CH:8]=1. The yield is 0.110. (3) The yield is 0.190. The reactants are Cl.[CH2:2]([N:4]([CH:40]1[CH2:45][CH2:44][O:43][CH2:42][CH2:41]1)[C:5]1[C:6]([CH3:39])=[C:7]([CH:24]=[C:25]([C:27]2[CH:28]=[N:29][C:30]([N:33]3[CH2:38][CH2:37][NH:36][CH2:35][CH2:34]3)=[CH:31][CH:32]=2)[CH:26]=1)[C:8]([NH:10][CH2:11][C:12]1[C:13](=[O:23])[NH:14][C:15]([CH3:22])=[C:16]([F:21])[C:17]=1[CH:18]([CH3:20])[CH3:19])=[O:9])[CH3:3].C=[O:47].O.[C:49]([BH3-])#N.[Na+]. The catalyst is CO. The product is [CH:44]([OH:43])=[O:47].[CH2:2]([N:4]([CH:40]1[CH2:45][CH2:44][O:43][CH2:42][CH2:41]1)[C:5]1[C:6]([CH3:39])=[C:7]([CH:24]=[C:25]([C:27]2[CH:28]=[N:29][C:30]([N:33]3[CH2:38][CH2:37][N:36]([CH3:49])[CH2:35][CH2:34]3)=[CH:31][CH:32]=2)[CH:26]=1)[C:8]([NH:10][CH2:11][C:12]1[C:13](=[O:23])[NH:14][C:15]([CH3:22])=[C:16]([F:21])[C:17]=1[CH:18]([CH3:20])[CH3:19])=[O:9])[CH3:3]. (4) The reactants are Br[C:2]1[CH:22]=[C:21]([F:23])[C:5]([C:6]([N:8]2[CH2:13][CH2:12][N:11]([C:14]([O:16][C:17]([CH3:20])([CH3:19])[CH3:18])=[O:15])[CH2:10][CH2:9]2)=[O:7])=[C:4]([F:24])[CH:3]=1.[CH3:25][N:26]1[C:34]2[C:29](=[CH:30][CH:31]=[C:32](B(O)O)[CH:33]=2)[CH:28]=[N:27]1.P([O-])([O-])([O-])=O.[K+].[K+].[K+].O1CCOCC1. The catalyst is CCOC(C)=O.C1C=CC([P]([Pd]([P](C2C=CC=CC=2)(C2C=CC=CC=2)C2C=CC=CC=2)([P](C2C=CC=CC=2)(C2C=CC=CC=2)C2C=CC=CC=2)[P](C2C=CC=CC=2)(C2C=CC=CC=2)C2C=CC=CC=2)(C2C=CC=CC=2)C2C=CC=CC=2)=CC=1.C(N(CC)CC)C.CO.O. The product is [F:23][C:21]1[CH:22]=[C:2]([C:32]2[CH:33]=[C:34]3[C:29]([CH:28]=[N:27][N:26]3[CH3:25])=[CH:30][CH:31]=2)[CH:3]=[C:4]([F:24])[C:5]=1[C:6]([N:8]1[CH2:13][CH2:12][N:11]([C:14]([O:16][C:17]([CH3:20])([CH3:19])[CH3:18])=[O:15])[CH2:10][CH2:9]1)=[O:7]. The yield is 0.760. (5) The reactants are [CH3:1][N:2]1[CH:6]=[C:5]([C:7]2[N:12]=[C:11]([C:13]3[CH:14]=[N:15][N:16]([C:18]4([CH:29]=[CH2:30])[CH2:21][N:20]([C:22]([O:24][C:25]([CH3:28])([CH3:27])[CH3:26])=[O:23])[CH2:19]4)[CH:17]=3)[N:10]3[CH:31]=[CH:32][N:33]=[C:9]3[CH:8]=2)[CH:4]=[N:3]1. The catalyst is CCOC(C)=O.CO.[Pd]. The product is [CH2:29]([C:18]1([N:16]2[CH:17]=[C:13]([C:11]3[N:10]4[CH:31]=[CH:32][N:33]=[C:9]4[CH:8]=[C:7]([C:5]4[CH:4]=[N:3][N:2]([CH3:1])[CH:6]=4)[N:12]=3)[CH:14]=[N:15]2)[CH2:21][N:20]([C:22]([O:24][C:25]([CH3:28])([CH3:26])[CH3:27])=[O:23])[CH2:19]1)[CH3:30]. The yield is 0.550. (6) The reactants are [N:1]1[CH:6]=[CH:5][CH:4]=[CH:3][C:2]=1[C:7]#[C:8][CH2:9][CH2:10][OH:11].C(N(CC)CC)C.[CH3:19][S:20](Cl)(=[O:22])=[O:21].C(=O)(O)[O-].[Na+]. The catalyst is C(Cl)Cl. The product is [CH3:19][S:20]([O:11][CH2:10][CH2:9][C:8]#[C:7][C:2]1[CH:3]=[CH:4][CH:5]=[CH:6][N:1]=1)(=[O:22])=[O:21]. The yield is 0.830. (7) The reactants are [F:1][C:2]([F:16])([F:15])[C:3]1[C:4]([N:9]2[CH2:14][CH2:13][NH:12][CH2:11][CH2:10]2)=[N:5][CH:6]=[CH:7][CH:8]=1.[Cl:17][C:18]1([Cl:25])[CH2:20][C:19]1([CH3:24])[C:21](O)=[O:22].F[P-](F)(F)(F)(F)F.N1(O[P+](N(C)C)(N(C)C)N(C)C)C2C=CC=CC=2N=N1. The catalyst is CN(C)C=O. The product is [Cl:17][C:18]1([Cl:25])[CH2:20][C:19]1([C:21]([N:12]1[CH2:11][CH2:10][N:9]([C:4]2[C:3]([C:2]([F:1])([F:15])[F:16])=[CH:8][CH:7]=[CH:6][N:5]=2)[CH2:14][CH2:13]1)=[O:22])[CH3:24]. The yield is 0.560. (8) The reactants are [Br:1][C:2]1[CH:10]=[C:9](/[CH:11]=[CH:12]/[CH:13]([C:18]2[CH:23]=[C:22]([Cl:24])[C:21]([F:25])=[C:20]([Cl:26])[CH:19]=2)[C:14]([F:17])([F:16])[F:15])[CH:8]=[CH:7][C:3]=1[C:4](O)=[O:5].[NH2:27][CH2:28][C:29]([NH:31][CH2:32][C:33]([F:36])([F:35])[F:34])=[O:30].F[P-](F)(F)(F)(F)F.N1(O[P+](N2CCCC2)(N2CCCC2)N2CCCC2)C2C=CC=CC=2N=N1.CCN(C(C)C)C(C)C. The catalyst is C(Cl)Cl.O. The product is [Br:1][C:2]1[CH:10]=[C:9](/[CH:11]=[CH:12]/[CH:13]([C:18]2[CH:19]=[C:20]([Cl:26])[C:21]([F:25])=[C:22]([Cl:24])[CH:23]=2)[C:14]([F:17])([F:16])[F:15])[CH:8]=[CH:7][C:3]=1[C:4]([NH:27][CH2:28][C:29](=[O:30])[NH:31][CH2:32][C:33]([F:36])([F:35])[F:34])=[O:5]. The yield is 0.310. (9) The reactants are C1CO[C:8]2[CH:7]=[CH:6][C:5]([NH:11][C:12]3[C:17]([F:18])=[CH:16][N:15]=[C:14]([NH:19][C:20]4[CH:25]=[CH:24][CH:23]=[C:22](O)[CH:21]=4)[N:13]=3)=[CH:4][C:3]=2[O:2]1.ClC1N=C(NC2C=CC=C(O)C=2)C(F)=CN=1.[S:43]1[C:47]2C=CC=CC=2[C:45](CN)=[CH:44]1. No catalyst specified. The product is [S:43]1[C:44]2[CH:45]=[CH:21][CH:22]=[CH:23][C:24]=2[C:25]([CH2:20][NH:19][C:14]2[N:13]=[C:12]([NH:11][C:5]3[CH:6]=[CH:7][CH:8]=[C:3]([OH:2])[CH:4]=3)[C:17]([F:18])=[CH:16][N:15]=2)=[CH:47]1. The yield is 0.530. (10) The reactants are FC(F)(F)[C:3]([N:5]([CH2:7][CH2:8][CH2:9][CH2:10][CH:11]=[CH2:12])C)=O.[C:15]1([CH3:25])[CH:20]=[CH:19][C:18]([S:21]([OH:24])(=[O:23])=[O:22])=[CH:17][CH:16]=1. The catalyst is CO. The product is [S:21]([C:18]1[CH:19]=[CH:20][C:15]([CH3:25])=[CH:16][CH:17]=1)([OH:24])(=[O:23])=[O:22].[CH3:3][NH:5][CH2:7][CH2:8][CH2:9][CH2:10][CH:11]=[CH2:12]. The yield is 0.760.